Dataset: NCI-60 drug combinations with 297,098 pairs across 59 cell lines. Task: Regression. Given two drug SMILES strings and cell line genomic features, predict the synergy score measuring deviation from expected non-interaction effect. (1) Drug 1: CCC1(CC2CC(C3=C(CCN(C2)C1)C4=CC=CC=C4N3)(C5=C(C=C6C(=C5)C78CCN9C7C(C=CC9)(C(C(C8N6C)(C(=O)OC)O)OC(=O)C)CC)OC)C(=O)OC)O.OS(=O)(=O)O. Drug 2: CS(=O)(=O)OCCCCOS(=O)(=O)C. Cell line: SN12C. Synergy scores: CSS=6.55, Synergy_ZIP=-3.71, Synergy_Bliss=-4.46, Synergy_Loewe=-1.88, Synergy_HSA=-2.47. (2) Drug 1: C(CN)CNCCSP(=O)(O)O. Drug 2: CC1CCCC2(C(O2)CC(NC(=O)CC(C(C(=O)C(C1O)C)(C)C)O)C(=CC3=CSC(=N3)C)C)C. Cell line: OVCAR-4. Synergy scores: CSS=38.3, Synergy_ZIP=2.89, Synergy_Bliss=1.63, Synergy_Loewe=-28.4, Synergy_HSA=-0.129. (3) Drug 1: CCC1=C2CN3C(=CC4=C(C3=O)COC(=O)C4(CC)O)C2=NC5=C1C=C(C=C5)O. Drug 2: COC1=C2C(=CC3=C1OC=C3)C=CC(=O)O2. Cell line: SNB-75. Synergy scores: CSS=8.19, Synergy_ZIP=1.38, Synergy_Bliss=-0.500, Synergy_Loewe=-23.3, Synergy_HSA=0.116. (4) Drug 1: CNC(=O)C1=CC=CC=C1SC2=CC3=C(C=C2)C(=NN3)C=CC4=CC=CC=N4. Drug 2: CC1C(C(CC(O1)OC2CC(CC3=C2C(=C4C(=C3O)C(=O)C5=C(C4=O)C(=CC=C5)OC)O)(C(=O)CO)O)N)O.Cl. Cell line: BT-549. Synergy scores: CSS=40.5, Synergy_ZIP=-3.04, Synergy_Bliss=-4.63, Synergy_Loewe=-19.7, Synergy_HSA=-5.68.